Dataset: Forward reaction prediction with 1.9M reactions from USPTO patents (1976-2016). Task: Predict the product of the given reaction. (1) Given the reactants Br[C:2]1[CH:3]=[C:4]([O:8][C:9]2[CH:10]=[CH:11][C:12]3[N:13]([CH:15]=[C:16]([NH:18][C:19]([CH:21]4[CH2:23][CH2:22]4)=[O:20])[N:17]=3)[N:14]=2)[CH:5]=[N:6][CH:7]=1.[F:24][C:25]([F:36])([F:35])[C:26]1[CH:27]=[C:28]([CH:32]=[CH:33][CH:34]=1)[C:29]([NH2:31])=[O:30].N[C@@H]1CCCC[C@H]1N.C(=O)([O-])[O-].[K+].[K+], predict the reaction product. The product is: [CH:21]1([C:19]([NH:18][C:16]2[N:17]=[C:12]3[CH:11]=[CH:10][C:9]([O:8][C:4]4[CH:3]=[C:2]([NH:31][C:29](=[O:30])[C:28]5[CH:32]=[CH:33][CH:34]=[C:26]([C:25]([F:35])([F:36])[F:24])[CH:27]=5)[CH:7]=[N:6][CH:5]=4)=[N:14][N:13]3[CH:15]=2)=[O:20])[CH2:23][CH2:22]1. (2) Given the reactants [C:1]([O:5][C:6](=[O:22])[NH:7][CH2:8][CH2:9][CH2:10][O:11][C:12]1[CH:17]=[CH:16][C:15]([Cl:18])=[CH:14][C:13]=1[N+:19]([O-])=O)([CH3:4])([CH3:3])[CH3:2], predict the reaction product. The product is: [C:1]([O:5][C:6](=[O:22])[NH:7][CH2:8][CH2:9][CH2:10][O:11][C:12]1[CH:17]=[CH:16][C:15]([Cl:18])=[CH:14][C:13]=1[NH2:19])([CH3:4])([CH3:2])[CH3:3]. (3) Given the reactants [C:1]([C:3]([OH:10])([CH2:7][CH2:8][CH3:9])[CH2:4][CH2:5][CH3:6])#[CH:2].Br[C:12]1[CH:13]=[C:14]([CH:17]=[CH:18][CH:19]=1)[C:15]#[N:16], predict the reaction product. The product is: [OH:10][C:3]([CH2:7][CH2:8][CH3:9])([CH2:4][CH2:5][CH3:6])[C:1]#[C:2][C:12]1[CH:13]=[C:14]([CH:17]=[CH:18][CH:19]=1)[C:15]#[N:16]. (4) Given the reactants [CH2:1]([O:3][N:4]1[C:9]([CH3:11])([CH3:10])[CH2:8][C:7](=[O:12])[CH2:6][C:5]1([CH3:14])[CH3:13])[CH3:2].[C:15](#[N:17])[CH3:16].C([Li])CCC, predict the reaction product. The product is: [CH2:1]([O:3][N:4]1[C:5]([CH3:13])([CH3:14])[CH2:6][C:7]([CH2:16][C:15]#[N:17])([OH:12])[CH2:8][C:9]1([CH3:11])[CH3:10])[CH3:2]. (5) Given the reactants [CH2:1]([Sn](CCCC)(CCCC)C=C)[CH2:2]CC.Br[C:17]1[CH:18]=[C:19]2[C:27]([C:28]3[CH:33]=[C:32]([CH2:34][S:35]([CH3:38])(=[O:37])=[O:36])[CH:31]=[CH:30][C:29]=3[O:39][C:40]3[CH:45]=[CH:44][C:43]([F:46])=[CH:42][C:41]=3[F:47])=[CH:26][N:25]([CH3:48])[C:20]2=[C:21]([O:23][CH3:24])[N:22]=1, predict the reaction product. The product is: [F:47][C:41]1[CH:42]=[C:43]([F:46])[CH:44]=[CH:45][C:40]=1[O:39][C:29]1[CH:30]=[CH:31][C:32]([CH2:34][S:35]([CH3:38])(=[O:37])=[O:36])=[CH:33][C:28]=1[C:27]1[C:19]2[C:20](=[C:21]([O:23][CH3:24])[N:22]=[C:17]([CH:1]=[CH2:2])[CH:18]=2)[N:25]([CH3:48])[CH:26]=1. (6) Given the reactants C(SC1C=CC(C#N)=CC=1[NH:12][N:13]1[C:22](=[O:23])[C:21]2[C:16](=[CH:17][CH:18]=[C:19]([C:24]([F:27])([F:26])[F:25])[CH:20]=2)[N:15]=[CH:14]1)C.[CH2:28]([S:30]([C:33]1[CH:40]=[CH:39][C:36]([C:37]#[N:38])=[CH:35][C:34]=1C)(=[O:32])=[O:31])[CH3:29], predict the reaction product. The product is: [CH2:28]([S:30]([C:33]1[CH:40]=[CH:39][C:36]([C:37]#[N:38])=[CH:35][C:34]=1[NH:12][N:13]1[C:22](=[O:23])[C:21]2[C:16](=[CH:17][CH:18]=[C:19]([C:24]([F:26])([F:25])[F:27])[CH:20]=2)[N:15]=[CH:14]1)(=[O:31])=[O:32])[CH3:29]. (7) Given the reactants [Cl:1][C:2]1[CH:7]=[CH:6][N:5]=[C:4]2[N:8]([CH2:14][CH:15]3[CH2:19][CH2:18][CH2:17][O:16]3)[CH:9]=[C:10]([C:11]([OH:13])=O)[C:3]=12.Cl.[F:21][C:22]1([F:30])[CH2:27][CH2:26][CH:25](NC)[CH2:24][CH2:23]1.[N:31]1(O)[C:35]2C=CC=CC=2N=N1.Cl.CN(C)CCCN=C=NCC.C1COCC1, predict the reaction product. The product is: [F:30][C:22]1([F:21])[CH2:23][CH2:24][CH:25]([CH2:35][NH:31][C:11]([C:10]2[C:3]3[C:4](=[N:5][CH:6]=[CH:7][C:2]=3[Cl:1])[N:8]([CH2:14][CH:15]3[CH2:19][CH2:18][CH2:17][O:16]3)[CH:9]=2)=[O:13])[CH2:26][CH2:27]1. (8) The product is: [CH2:18]([C@@H:16]1[NH:17][CH2:3][C@H:2]([C:6]2[CH:11]=[CH:10][C:9]([CH3:12])=[CH:8][CH:7]=2)[NH:1][C:15]1=[O:14])[CH:19]([CH3:21])[CH3:20]. Given the reactants [NH2:1][CH:2]([C:6]1[CH:11]=[CH:10][C:9]([CH3:12])=[CH:8][CH:7]=1)[C:3](O)=O.C[O:14][C:15](=O)[C@H:16]([CH2:18][CH:19]([CH3:21])[CH3:20])[NH2:17].C([C@@H]1NC[C@H](CC(C)C)NC1=O)C(C)C, predict the reaction product. (9) Given the reactants [NH:1]1[C:9]2[C:4](=[CH:5][CH:6]=[CH:7][CH:8]=2)[C:3]([CH:10]=[O:11])=[CH:2]1.C(N(CC)CC)C.[C:19](O[C:19]([O:21][C:22]([CH3:25])([CH3:24])[CH3:23])=[O:20])([O:21][C:22]([CH3:25])([CH3:24])[CH3:23])=[O:20], predict the reaction product. The product is: [CH:10]([C:3]1[C:4]2[C:9](=[CH:8][CH:7]=[CH:6][CH:5]=2)[N:1]([C:19]([O:21][C:22]([CH3:25])([CH3:24])[CH3:23])=[O:20])[CH:2]=1)=[O:11].